Predict which catalyst facilitates the given reaction. From a dataset of Catalyst prediction with 721,799 reactions and 888 catalyst types from USPTO. (1) The catalyst class is: 100. Reactant: [H-].[Na+].CN(C)C=O.[OH:8][C:9]1[C:18]2[C:13](=[CH:14][CH:15]=[CH:16][CH:17]=2)[N:12]=[CH:11][N:10]=1.Br[CH2:20][C:21]1[C:25]([C:26]#[N:27])=[C:24]([N:28]2[CH2:33][CH2:32][O:31][CH2:30][CH2:29]2)[S:23][C:22]=1[C:34]([O:36][CH3:37])=[O:35]. Product: [C:26]([C:25]1[C:21]([CH2:20][N:10]2[C:9](=[O:8])[C:18]3[C:13](=[CH:14][CH:15]=[CH:16][CH:17]=3)[N:12]=[CH:11]2)=[C:22]([C:34]([O:36][CH3:37])=[O:35])[S:23][C:24]=1[N:28]1[CH2:33][CH2:32][O:31][CH2:30][CH2:29]1)#[N:27]. (2) The catalyst class is: 2. Reactant: [Cl:1][C:2]1[CH:3]=[C:4]([C:7]2[N:11]=[C:10]([C@@H:12]3[CH2:17][NH:16][C@H:15]([CH3:18])[CH2:14][CH2:13]3)[O:9][N:8]=2)[NH:5][CH:6]=1.CCN(C(C)C)C(C)C.[F:28][C:29]1[CH:37]=[CH:36][C:32]([C:33](Cl)=[O:34])=[CH:31][CH:30]=1. Product: [Cl:1][C:2]1[CH:3]=[C:4]([C:7]2[N:11]=[C:10]([C@@H:12]3[CH2:17][N:16]([C:33](=[O:34])[C:32]4[CH:36]=[CH:37][C:29]([F:28])=[CH:30][CH:31]=4)[C@H:15]([CH3:18])[CH2:14][CH2:13]3)[O:9][N:8]=2)[NH:5][CH:6]=1. (3) Reactant: [CH3:1][N:2]1[C:14]2[CH2:13][CH2:12][CH:11]([CH:15]3[CH2:20][CH2:19][O:18][CH2:17][CH2:16]3)[CH2:10][C:9]=2[C:8]2[C:3]1=[CH:4][CH:5]=[C:6]([C:21](O)=[O:22])[CH:7]=2.Cl.[CH:25]1([NH:28][C:29](=[O:36])[CH2:30][C@H:31]2[CH2:35][CH2:34][NH:33][CH2:32]2)[CH2:27][CH2:26]1.F[P-](F)(F)(F)(F)F.N1(OC(N(C)C)=[N+](C)C)C2N=CC=CC=2N=N1.C(N(CC)C(C)C)(C)C. Product: [CH:25]1([NH:28][C:29](=[O:36])[CH2:30][C@H:31]2[CH2:35][CH2:34][N:33]([C:21]([C:6]3[CH:7]=[C:8]4[C:3](=[CH:4][CH:5]=3)[N:2]([CH3:1])[C:14]3[CH2:13][CH2:12][CH:11]([CH:15]5[CH2:16][CH2:17][O:18][CH2:19][CH2:20]5)[CH2:10][C:9]4=3)=[O:22])[CH2:32]2)[CH2:26][CH2:27]1. The catalyst class is: 3. (4) Reactant: [Cl:1][C:2]1[CH:7]=[C:6]([O:8][C:9]([F:12])([F:11])[F:10])[CH:5]=[C:4]([Cl:13])[C:3]=1[NH:14][C:15]([NH:17][C:18]1[CH:22]=[C:21]([C:23]2[CH:28]=[CH:27][C:26]([O:29][CH3:30])=[CH:25][CH:24]=2)[S:20][C:19]=1[C:31]([OH:33])=O)=[O:16].CN(C(ON1N=NC2C=CC=NC1=2)=[N+](C)C)C.F[P-](F)(F)(F)(F)F.CCN(C(C)C)C(C)C.Cl.[NH2:68][C@@H:69]([CH:74]1[CH2:79][CH2:78][CH2:77][CH2:76][CH2:75]1)[C:70]([O:72][CH3:73])=[O:71]. Product: [CH:74]1([C@H:69]([NH:68][C:31]([C:19]2[S:20][C:21]([C:23]3[CH:28]=[CH:27][C:26]([O:29][CH3:30])=[CH:25][CH:24]=3)=[CH:22][C:18]=2[NH:17][C:15]([NH:14][C:3]2[C:4]([Cl:13])=[CH:5][C:6]([O:8][C:9]([F:12])([F:10])[F:11])=[CH:7][C:2]=2[Cl:1])=[O:16])=[O:33])[C:70]([O:72][CH3:73])=[O:71])[CH2:79][CH2:78][CH2:77][CH2:76][CH2:75]1. The catalyst class is: 3.